This data is from Catalyst prediction with 721,799 reactions and 888 catalyst types from USPTO. The task is: Predict which catalyst facilitates the given reaction. Reactant: [CH2:1]([N:8]1[CH:17]=[C:16]([C:18]([O:20][CH3:21])=[O:19])[C:15]2[C:10](=[CH:11][CH:12]=[C:13](Br)[CH:14]=2)[C:9]1=[O:23])[C:2]1[CH:7]=[CH:6][CH:5]=[CH:4][CH:3]=1.[CH:24]1([NH:27][C:28](=[O:45])[C:29]2[CH:34]=[CH:33][C:32]([CH3:35])=[C:31](B3OC(C)(C)C(C)(C)O3)[CH:30]=2)[CH2:26][CH2:25]1.C(=O)([O-])[O-].[K+].[K+]. Product: [CH2:1]([N:8]1[CH:17]=[C:16]([C:18]([O:20][CH3:21])=[O:19])[C:15]2[C:10](=[CH:11][CH:12]=[C:13]([C:31]3[CH:30]=[C:29]([C:28](=[O:45])[NH:27][CH:24]4[CH2:26][CH2:25]4)[CH:34]=[CH:33][C:32]=3[CH3:35])[CH:14]=2)[C:9]1=[O:23])[C:2]1[CH:7]=[CH:6][CH:5]=[CH:4][CH:3]=1. The catalyst class is: 427.